Task: Predict the reactants needed to synthesize the given product.. Dataset: Full USPTO retrosynthesis dataset with 1.9M reactions from patents (1976-2016) (1) Given the product [CH2:1]([O:8][C:9]([N:11]1[CH2:16][CH2:15][N:14]([CH2:17][CH2:18][OH:19])[C:13](=[O:23])[CH2:12]1)=[O:10])[C:2]1[CH:3]=[CH:4][CH:5]=[CH:6][CH:7]=1, predict the reactants needed to synthesize it. The reactants are: [CH2:1]([O:8][C:9]([N:11]1[CH2:16][CH2:15][N:14]([CH2:17][CH2:18][O:19]C(=O)C)[C:13](=[O:23])[CH2:12]1)=[O:10])[C:2]1[CH:7]=[CH:6][CH:5]=[CH:4][CH:3]=1.C(=O)([O-])[O-].[K+].[K+]. (2) Given the product [CH2:12]([C:19]1[CH:20]=[CH:21][C:22]([NH:23][C:2]2[C:3]([N+:9]([O-:11])=[O:10])=[CH:4][CH:5]=[CH:6][C:7]=2[CH3:8])=[CH:24][CH:25]=1)[C:13]1[CH:14]=[CH:15][CH:16]=[CH:17][CH:18]=1, predict the reactants needed to synthesize it. The reactants are: F[C:2]1[C:7]([CH3:8])=[CH:6][CH:5]=[CH:4][C:3]=1[N+:9]([O-:11])=[O:10].[CH2:12]([C:19]1[CH:25]=[CH:24][C:22]([NH2:23])=[CH:21][CH:20]=1)[C:13]1[CH:18]=[CH:17][CH:16]=[CH:15][CH:14]=1.C([O-])(C)(C)C.[K+]. (3) The reactants are: [F:1][C:2]([F:28])([F:27])[C:3]1[CH:8]=[CH:7][CH:6]=[CH:5][C:4]=1[NH:9][C:10]1[CH:11]=[CH:12][C:13]([CH2:16][NH:17][C:18]([C:20]2([NH2:26])[CH2:24][CH2:23][CH:22]([OH:25])[CH2:21]2)=[O:19])=[N:14][CH:15]=1.[N:29]1[CH:34]=[C:33]([C:35](O)=[O:36])[CH:32]=[N:31][CH:30]=1. Given the product [OH:25][CH:22]1[CH2:23][CH2:24][C:20]([NH:26][C:35]([C:33]2[CH:34]=[N:29][CH:30]=[N:31][CH:32]=2)=[O:36])([C:18](=[O:19])[NH:17][CH2:16][C:13]2[CH:12]=[CH:11][C:10]([NH:9][C:4]3[CH:5]=[CH:6][CH:7]=[CH:8][C:3]=3[C:2]([F:27])([F:1])[F:28])=[CH:15][N:14]=2)[CH2:21]1, predict the reactants needed to synthesize it. (4) Given the product [Cl:1][C:2]1[CH:3]=[CH:4][C:5]([C:8]2[N:12]3[N:13]=[C:14]([C:17]4[CH:25]=[CH:24][C:20]([C:21]([N:62]5[CH2:63][CH2:64][N:59]([CH3:58])[CH2:60][CH2:61]5)=[O:22])=[C:19]([CH3:26])[CH:18]=4)[CH:15]=[CH:16][C:11]3=[N:10][CH:9]=2)=[CH:6][CH:7]=1, predict the reactants needed to synthesize it. The reactants are: [Cl:1][C:2]1[CH:7]=[CH:6][C:5]([C:8]2[N:12]3[N:13]=[C:14]([C:17]4[CH:25]=[CH:24][C:20]([C:21](O)=[O:22])=[C:19]([CH3:26])[CH:18]=4)[CH:15]=[CH:16][C:11]3=[N:10][CH:9]=2)=[CH:4][CH:3]=1.CN(C(ON1N=NC2C=CC=NC1=2)=[N+](C)C)C.F[P-](F)(F)(F)(F)F.CN1CCOCC1.[CH3:58][N:59]1[CH2:64][CH2:63][NH:62][CH2:61][CH2:60]1.